Task: Predict the reactants needed to synthesize the given product.. Dataset: Full USPTO retrosynthesis dataset with 1.9M reactions from patents (1976-2016) (1) Given the product [NH2:35][C:32]1[N:33]=[CH:34][C:29]([C:15]2[CH:16]=[CH:17][C:18]([C:2]3[CH:12]=[CH:11][CH:10]=[CH:9][C:3]=3[O:4][CH2:5][C:6]([OH:8])=[O:7])=[CH:19][C:14]=2[F:13])=[CH:30][N:31]=1, predict the reactants needed to synthesize it. The reactants are: Br[C:2]1[CH:12]=[CH:11][CH:10]=[CH:9][C:3]=1[O:4][CH2:5][C:6]([OH:8])=[O:7].[F:13][C:14]1[CH:19]=[C:18](B2OC(C)(C)C(C)(C)O2)[CH:17]=[CH:16][C:15]=1[C:29]1[CH:30]=[N:31][C:32]([NH2:35])=[N:33][CH:34]=1. (2) Given the product [ClH:28].[NH2:20][CH2:19][CH2:18][C:16]1[CH:15]=[CH:14][N:13]=[C:12]([C:4]2[S:5][C:6]3[CH:11]=[CH:10][CH:9]=[CH:8][C:7]=3[C:2](=[O:1])[N:3]=2)[CH:17]=1, predict the reactants needed to synthesize it. The reactants are: [O:1]=[C:2]1[C:7]2[CH:8]=[CH:9][CH:10]=[CH:11][C:6]=2[S:5][C:4]([C:12]2[CH:17]=[C:16]([CH2:18][CH2:19][NH:20]C(=O)OC(C)(C)C)[CH:15]=[CH:14][N:13]=2)=[N:3]1.[ClH:28].